From a dataset of NCI-60 drug combinations with 297,098 pairs across 59 cell lines. Regression. Given two drug SMILES strings and cell line genomic features, predict the synergy score measuring deviation from expected non-interaction effect. (1) Synergy scores: CSS=3.53, Synergy_ZIP=-0.826, Synergy_Bliss=-0.419, Synergy_Loewe=0.823, Synergy_HSA=0.660. Cell line: MDA-MB-231. Drug 1: CS(=O)(=O)CCNCC1=CC=C(O1)C2=CC3=C(C=C2)N=CN=C3NC4=CC(=C(C=C4)OCC5=CC(=CC=C5)F)Cl. Drug 2: C1=CC=C(C(=C1)C(C2=CC=C(C=C2)Cl)C(Cl)Cl)Cl. (2) Drug 1: C1=CN(C(=O)N=C1N)C2C(C(C(O2)CO)O)O.Cl. Drug 2: CC(C)CN1C=NC2=C1C3=CC=CC=C3N=C2N. Cell line: MDA-MB-231. Synergy scores: CSS=23.8, Synergy_ZIP=-6.39, Synergy_Bliss=0.0887, Synergy_Loewe=-0.386, Synergy_HSA=0.493. (3) Synergy scores: CSS=0.0320, Synergy_ZIP=-0.384, Synergy_Bliss=-2.32, Synergy_Loewe=-0.626, Synergy_HSA=-3.41. Drug 1: C1C(C(OC1N2C=C(C(=O)NC2=O)F)CO)O. Drug 2: C1CNP(=O)(OC1)N(CCCl)CCCl. Cell line: T-47D. (4) Drug 1: CC1CCC2CC(C(=CC=CC=CC(CC(C(=O)C(C(C(=CC(C(=O)CC(OC(=O)C3CCCCN3C(=O)C(=O)C1(O2)O)C(C)CC4CCC(C(C4)OC)OCCO)C)C)O)OC)C)C)C)OC. Drug 2: N.N.Cl[Pt+2]Cl. Cell line: NCI-H226. Synergy scores: CSS=17.7, Synergy_ZIP=-3.07, Synergy_Bliss=0.564, Synergy_Loewe=0.00967, Synergy_HSA=0.469. (5) Drug 1: C1=CC(=CC=C1CCCC(=O)O)N(CCCl)CCCl. Drug 2: C1CC(C1)(C(=O)O)C(=O)O.[NH2-].[NH2-].[Pt+2]. Cell line: OVCAR-4. Synergy scores: CSS=19.8, Synergy_ZIP=-3.50, Synergy_Bliss=-0.211, Synergy_Loewe=-10.5, Synergy_HSA=-1.77. (6) Synergy scores: CSS=28.8, Synergy_ZIP=-0.270, Synergy_Bliss=5.78, Synergy_Loewe=3.73, Synergy_HSA=7.25. Cell line: SW-620. Drug 1: CCC1(CC2CC(C3=C(CCN(C2)C1)C4=CC=CC=C4N3)(C5=C(C=C6C(=C5)C78CCN9C7C(C=CC9)(C(C(C8N6C=O)(C(=O)OC)O)OC(=O)C)CC)OC)C(=O)OC)O.OS(=O)(=O)O. Drug 2: CCC1=C2CN3C(=CC4=C(C3=O)COC(=O)C4(CC)O)C2=NC5=C1C=C(C=C5)O. (7) Cell line: SNB-75. Synergy scores: CSS=14.9, Synergy_ZIP=-6.77, Synergy_Bliss=-1.000, Synergy_Loewe=2.63, Synergy_HSA=2.86. Drug 1: C1=NC(=NC(=O)N1C2C(C(C(O2)CO)O)O)N. Drug 2: C1=CC=C(C=C1)NC(=O)CCCCCCC(=O)NO. (8) Synergy scores: CSS=35.4, Synergy_ZIP=-12.4, Synergy_Bliss=-4.30, Synergy_Loewe=-1.31, Synergy_HSA=0.352. Drug 2: C1=CN(C(=O)N=C1N)C2C(C(C(O2)CO)O)O.Cl. Drug 1: C1=CC(=CC=C1CCCC(=O)O)N(CCCl)CCCl. Cell line: MCF7.